Task: Predict the reaction yield, written as a fraction of the theoretical maximum amount of product (1.0 means a 100% yield; for example, 0.34 means a 34% yield).. Dataset: Reaction yield outcomes from USPTO patents with 853,638 reactions (1) The reactants are [Br:1][C:2]1[CH:27]=[CH:26][C:5]([CH2:6][NH:7][N:8]2[C:17](=[O:18])[C:16]3[C:11](=[CH:12][CH:13]=[CH:14][CH:15]=3)[N:10]=[C:9]2[C:19]2[CH:24]=[CH:23][C:22]([F:25])=[CH:21][CH:20]=2)=[CH:4][CH:3]=1.CS(C)=O.[H-].[Na+].I[CH2:35][CH3:36]. The catalyst is C1COCC1.O. The product is [Br:1][C:2]1[CH:3]=[CH:4][C:5]([CH2:6][N:7]([CH2:35][CH3:36])[N:8]2[C:17](=[O:18])[C:16]3[C:11](=[CH:12][CH:13]=[CH:14][CH:15]=3)[N:10]=[C:9]2[C:19]2[CH:24]=[CH:23][C:22]([F:25])=[CH:21][CH:20]=2)=[CH:26][CH:27]=1. The yield is 0.800. (2) The reactants are [F:1][C:2]1[CH:7]=[CH:6][C:5]([C:8]2[C:17]3[C:12](=[CH:13][C:14]([CH2:18][N:19]4[C:23](=[O:24])[CH2:22][N:21]([CH3:25])[C:20]4=[O:26])=[CH:15][CH:16]=3)[N:11]=[C:10]([C:27]#[N:28])[CH:9]=2)=[CH:4][CH:3]=1.C([O-])([O-])=[O:30].C([O-])([O-])=O.OO.OO.OO.[Na+].[Na+].[Na+].[Na+].[NH4+].[Cl-]. The catalyst is CC(C)=O.O. The product is [F:1][C:2]1[CH:7]=[CH:6][C:5]([C:8]2[C:17]3[C:12](=[CH:13][C:14]([CH2:18][N:19]4[C:23](=[O:24])[CH2:22][N:21]([CH3:25])[C:20]4=[O:26])=[CH:15][CH:16]=3)[N:11]=[C:10]([C:27]([NH2:28])=[O:30])[CH:9]=2)=[CH:4][CH:3]=1. The yield is 0.750. (3) The reactants are [Cl:1][C:2]1[CH:18]=[CH:17][C:5]2[CH2:6][CH2:7][N:8]([C:11](=[O:16])[C:12]([F:15])([F:14])[F:13])[CH2:9][CH2:10][C:4]=2[C:3]=1OS(C(F)(F)F)(=O)=O.[N:27]1([CH2:33][C:34]2[CH:41]=[CH:40][C:37]([CH2:38][NH2:39])=[CH:36][CH:35]=2)[CH2:32][CH2:31][O:30][CH2:29][CH2:28]1. No catalyst specified. The product is [Cl:1][C:2]1[CH:18]=[CH:17][C:5]2[CH2:6][CH2:7][N:8]([C:11](=[O:16])[C:12]([F:15])([F:14])[F:13])[CH2:9][CH2:10][C:4]=2[C:3]=1[NH:39][CH2:38][C:37]1[CH:36]=[CH:35][C:34]([CH2:33][N:27]2[CH2:32][CH2:31][O:30][CH2:29][CH2:28]2)=[CH:41][CH:40]=1. The yield is 0.670. (4) The reactants are [F:1][C:2]([F:16])([F:15])[C:3]1[N:8]=[CH:7][C:6]([CH:9]2[CH2:13][CH2:12][CH2:11][C:10]2=[O:14])=[CH:5][CH:4]=1.[Li+].CC([N-]C(C)C)C.[C:25](C#N)(=[O:29])[O:26][CH2:27][CH3:28]. No catalyst specified. The product is [O:14]=[C:10]1[CH:9]([C:6]2[CH:7]=[N:8][C:3]([C:2]([F:1])([F:15])[F:16])=[CH:4][CH:5]=2)[CH2:13][CH2:12][CH:11]1[C:25]([O:26][CH2:27][CH3:28])=[O:29]. The yield is 0.830. (5) The reactants are [C:1]([C:3]1[N:4]=[C:5]2[C:11]3[CH:12]=[C:13]([C:16]([O:18][CH3:19])=[O:17])[CH:14]=[CH:15][C:10]=3[O:9][CH2:8][CH2:7][N:6]2[CH:20]=1)#[N:2].C(=O)([O-])[O-:22].[K+].[K+].O.OO. The catalyst is CS(C)=O. The product is [C:1]([C:3]1[N:4]=[C:5]2[C:11]3[CH:12]=[C:13]([C:16]([O:18][CH3:19])=[O:17])[CH:14]=[CH:15][C:10]=3[O:9][CH2:8][CH2:7][N:6]2[CH:20]=1)(=[O:22])[NH2:2]. The yield is 0.770. (6) The reactants are [NH:1]([C:3]1[N:8]=[CH:7][C:6]([S:9]([N:12]([CH3:14])[CH3:13])(=[O:11])=[O:10])=[CH:5][CH:4]=1)[NH2:2].O=[C:16]([CH3:29])[CH:17]([CH2:22][C:23]1[CH:24]=[N:25][CH:26]=[CH:27][CH:28]=1)[C:18](OC)=[O:19]. The product is [CH3:13][N:12]([CH3:14])[S:9]([C:6]1[CH:7]=[N:8][C:3]([N:1]2[C:18](=[O:19])[C:17]([CH2:22][C:23]3[CH:24]=[N:25][CH:26]=[CH:27][CH:28]=3)=[C:16]([CH3:29])[NH:2]2)=[CH:4][CH:5]=1)(=[O:10])=[O:11]. The catalyst is CCO.CC(O)=O.CCOC(C)=O. The yield is 0.280.